This data is from Forward reaction prediction with 1.9M reactions from USPTO patents (1976-2016). The task is: Predict the product of the given reaction. (1) Given the reactants [NH2:1][C:2]1[CH:7]=[CH:6][CH:5]=[CH:4][CH:3]=1.C(N(CC)CC)C.Cl[C:16](=[O:22])[CH2:17][C:18]([O:20][CH3:21])=[O:19], predict the reaction product. The product is: [CH3:21][O:20][C:18](=[O:19])[CH2:17][C:16]([NH:1][C:2]1[CH:7]=[CH:6][CH:5]=[CH:4][CH:3]=1)=[O:22]. (2) Given the reactants [Cl:1][C:2]1[CH:3]=[C:4]([C:25](O)=[O:26])[CH:5]=[N:6][C:7]=1[N:8]1[CH2:13][CH2:12][CH:11]([N:14]2[C:19]3[CH:20]=[CH:21][CH:22]=[CH:23][C:18]=3[CH2:17][O:16][C:15]2=[O:24])[CH2:10][CH2:9]1.C(N1C=CN=C1)(N1C=CN=C1)=O.[CH3:40][C:41]([NH2:45])([C:43]#[CH:44])[CH3:42], predict the reaction product. The product is: [Cl:1][C:2]1[CH:3]=[C:4]([C:25]([NH:45][C:41]([CH3:42])([CH3:40])[C:43]#[CH:44])=[O:26])[CH:5]=[N:6][C:7]=1[N:8]1[CH2:13][CH2:12][CH:11]([N:14]2[C:19]3[CH:20]=[CH:21][CH:22]=[CH:23][C:18]=3[CH2:17][O:16][C:15]2=[O:24])[CH2:10][CH2:9]1.